Dataset: Full USPTO retrosynthesis dataset with 1.9M reactions from patents (1976-2016). Task: Predict the reactants needed to synthesize the given product. (1) The reactants are: [NH:1]1[C:10]2[C:5](=[CH:6][CH:7]=[CH:8][CH:9]=2)[CH2:4][CH2:3][C:2]1=[O:11].[Cl:12][CH2:13][CH2:14][CH2:15][CH2:16][C:17](Cl)=[O:18]. Given the product [Cl:12][CH2:13][CH2:14][CH2:15][CH2:16][C:17]([C:7]1[CH:6]=[C:5]2[C:10](=[CH:9][CH:8]=1)[NH:1][C:2](=[O:11])[CH2:3][CH2:4]2)=[O:18], predict the reactants needed to synthesize it. (2) Given the product [C:22]([OH:35])(=[O:34])[CH:23]=[CH2:24].[NH2:5][C:59]([O:63][CH2:64][CH3:65])=[O:62], predict the reactants needed to synthesize it. The reactants are: C(CCN=C=O)CCC[N:5]=C=O.COC1C=CC(O)=CC=1.[C:22]([O-:35])(=[O:34])[CH2:23][CH2:24]CCCCCCCCC.[C:22]([O-:35])(=[O:34])[CH2:23][CH2:24]CCCCCCCCC.C([Sn+2]CCCC)CCC.[C:59]([O:63][CH2:64][CH2:65]CCO)(=[O:62])C=C.